This data is from Full USPTO retrosynthesis dataset with 1.9M reactions from patents (1976-2016). The task is: Predict the reactants needed to synthesize the given product. (1) Given the product [CH2:32]([N:11]([C@@H:12]([CH3:16])[CH2:13][O:14][CH3:15])[C:10]1[N:9]([CH2:17][C:18]2[CH:19]=[CH:20][C:21]([O:24][CH3:25])=[CH:22][CH:23]=2)[N:8]=[CH:7][C:6]=1[C:4]([N:3]([O:2][CH3:1])[CH3:26])=[O:5])[CH:31]=[CH2:30], predict the reactants needed to synthesize it. The reactants are: [CH3:1][O:2][N:3]([CH3:26])[C:4]([C:6]1[CH:7]=[N:8][N:9]([CH2:17][C:18]2[CH:23]=[CH:22][C:21]([O:24][CH3:25])=[CH:20][CH:19]=2)[C:10]=1[NH:11][C@@H:12]([CH3:16])[CH2:13][O:14][CH3:15])=[O:5].[H-].[Na+].Br[CH2:30][CH:31]=[CH2:32].O. (2) Given the product [Cl:23][C:24]1[C:28]([S:29]([CH3:32])(=[O:30])=[O:31])=[CH:27][S:26][C:25]=1[C:33]([NH:14][C:12]1[CH:11]=[N:10][N:9]([CH2:8][C:7]2[C:3]([CH3:2])=[N:4][O:5][C:6]=2[CH3:15])[CH:13]=1)=[O:34], predict the reactants needed to synthesize it. The reactants are: Cl.[CH3:2][C:3]1[C:7]([CH2:8][N:9]2[CH:13]=[C:12]([NH2:14])[CH:11]=[N:10]2)=[C:6]([CH3:15])[O:5][N:4]=1.C(N(CC)CC)C.[Cl:23][C:24]1[C:28]([S:29]([CH3:32])(=[O:31])=[O:30])=[CH:27][S:26][C:25]=1[C:33](Cl)=[O:34]. (3) Given the product [F:32][C:5]1[CH:6]=[C:7]([F:8])[C:2]([F:1])=[CH:3][C:4]=1[C:9]1[C:13]2[CH2:14][CH2:27][O:31][CH2:17][C:12]=2[NH:11][N:10]=1, predict the reactants needed to synthesize it. The reactants are: [F:1][C:2]1[CH:3]=[C:4]([C:9]2[C:13]3[CH2:14]N(C(OC(C)(C)C)=O)C[CH2:17][C:12]=3[NH:11][N:10]=2)[CH:5]=[CH:6][C:7]=1[F:8].O1CCC[C:27](=[O:31])C1.[F:32]C1C=C(F)C(F)=CC=1C(Cl)=O. (4) Given the product [F:21][C:7]1[N:8]=[CH:9][NH:10][C:11]=1[C:12]([O:14][CH2:15][CH3:16])=[O:13], predict the reactants needed to synthesize it. The reactants are: N([O-])=O.[Na+].O.N[C:7]1[N:8]=[CH:9][NH:10][C:11]=1[C:12]([O:14][CH2:15][CH3:16])=[O:13].[OH-].[Na+].[H+].[B-](F)(F)(F)[F:21].